Dataset: Reaction yield outcomes from USPTO patents with 853,638 reactions. Task: Predict the reaction yield, written as a fraction of the theoretical maximum amount of product (1.0 means a 100% yield; for example, 0.34 means a 34% yield). (1) The reactants are [CH2:1]1[CH:5]2[CH:6]3C=CC([CH:4]2[CH:3]=[CH:2]1)C3.C[SiH:12]([Cl:14])[Cl:13].CCCCCCCCCCCCCCCC. The catalyst is [Pd](Cl)Cl.C(P(CCCC)CCCC)CCC.C1(C)C=CC=CC=1. The product is [CH:5]1([CH2:6][SiH:12]([Cl:14])[Cl:13])[CH2:4][CH2:3][CH:2]=[CH:1]1. The yield is 0.800. (2) The yield is 0.980. The catalyst is C(O)C.O. The reactants are [Na].[CH2:2]([N:4]([C:21]1[CH:26]=[CH:25][CH:24]=[CH:23][CH:22]=1)[C:5]([C:7]1[C:8](=[O:20])[N:9]([CH3:19])[C:10]2[C:15]([C:16]=1[OH:17])=[C:14]([Cl:18])[CH:13]=[CH:12][CH:11]=2)=[O:6])[CH3:3].O.C([O-])(=O)C.[Ca+2:32].C([O-])(=O)C. The product is [Ca:32].[CH2:2]([N:4]([C:21]1[CH:26]=[CH:25][CH:24]=[CH:23][CH:22]=1)[C:5]([C:7]1[C:8](=[O:20])[N:9]([CH3:19])[C:10]2[C:15]([C:16]=1[OH:17])=[C:14]([Cl:18])[CH:13]=[CH:12][CH:11]=2)=[O:6])[CH3:3]. (3) The reactants are C(OC(N1CCN2C(=O)C3C=C(C(F)(F)F)C=C(Br)C=3C[C@@H]2C1)=O)(C)(C)C.B1(C=C)OB(C=C)OB(C=C)O1.C1C=CN=CC=1.C([O-])([O-])=O.[K+].[K+].C(OC([N:59]1[CH2:79][CH2:78][N:62]2[C:63](=[O:77])[C:64]3[CH:65]=[C:66]([C:73]([F:76])([F:75])[F:74])[CH:67]=[C:68]([CH2:71][CH3:72])[C:69]=3[CH2:70][C@@H:61]2[CH2:60]1)=O)(C)(C)C.[ClH:80].O1CCOCC1. The catalyst is COCCOC.CCOC(C)=O.CCO.C1C=CC([P]([Pd]([P](C2C=CC=CC=2)(C2C=CC=CC=2)C2C=CC=CC=2)([P](C2C=CC=CC=2)(C2C=CC=CC=2)C2C=CC=CC=2)[P](C2C=CC=CC=2)(C2C=CC=CC=2)C2C=CC=CC=2)(C2C=CC=CC=2)C2C=CC=CC=2)=CC=1.[Pd].C(OCC)C.O. The product is [ClH:80].[CH2:71]([C:68]1[C:69]2[CH2:70][C@@H:61]3[CH2:60][NH:59][CH2:79][CH2:78][N:62]3[C:63](=[O:77])[C:64]=2[CH:65]=[C:66]([C:73]([F:74])([F:76])[F:75])[CH:67]=1)[CH3:72]. The yield is 0.400. (4) The reactants are [C:1]([O:5][C:6](=[O:13])[NH:7][CH2:8][CH2:9][N:10]=[N+:11]=[N-:12])([CH3:4])([CH3:3])[CH3:2].[C:14]([O:18][CH3:19])(=[O:17])[C:15]#[CH:16].O=C1O[C@H]([C@H](CO)O)C([O-])=C1O.[Na+]. The catalyst is C(O)(C)(C)C.O.O.O.O.O.S([O-])([O-])(=O)=O.[Cu+2]. The product is [CH3:19][O:18][C:14]([C:15]1[N:12]=[N:11][N:10]([CH2:9][CH2:8][NH:7][C:6]([O:5][C:1]([CH3:4])([CH3:2])[CH3:3])=[O:13])[CH:16]=1)=[O:17]. The yield is 0.570. (5) The reactants are [Cl:1][C:2]1[C:7]([N+:8]([O-])=O)=[C:6]([Cl:11])[N:5]=[C:4]([S:12][CH3:13])[N:3]=1.O.O.Cl[Sn]Cl. The catalyst is CCO. The product is [Cl:1][C:2]1[C:7]([NH2:8])=[C:6]([Cl:11])[N:5]=[C:4]([S:12][CH3:13])[N:3]=1. The yield is 0.870. (6) The reactants are [CH3:1][O:2][CH2:3][CH2:4][C:5]1[C:9]([C:10]([O:12][CH2:13][CH3:14])=[O:11])=[C:8]([CH3:15])[NH:7][C:6]=1[C:16]([O:18][CH2:19][CH3:20])=[O:17].[C:21]1(B(O)O)[CH:26]=[CH:25][CH:24]=[CH:23][CH:22]=1.N1C=CC=CC=1. The catalyst is C([O-])(=O)C.[Cu+2].C([O-])(=O)C.ClCCl. The product is [CH3:1][O:2][CH2:3][CH2:4][C:5]1[C:9]([C:10]([O:12][CH2:13][CH3:14])=[O:11])=[C:8]([CH3:15])[N:7]([C:21]2[CH:26]=[CH:25][CH:24]=[CH:23][CH:22]=2)[C:6]=1[C:16]([O:18][CH2:19][CH3:20])=[O:17]. The yield is 0.400.